From a dataset of Full USPTO retrosynthesis dataset with 1.9M reactions from patents (1976-2016). Predict the reactants needed to synthesize the given product. (1) Given the product [O:37]=[C:25]1[CH2:26][C:27]([C:29]2[CH:30]=[C:31]([CH:34]=[CH:35][CH:36]=2)[C:32]#[N:33])=[N:7][C:8]2[CH:13]=[CH:12][C:11]([C:14]3[CH:15]=[CH:16][N:17]=[CH:18][CH:19]=3)=[CH:10][C:9]=2[NH:20]1, predict the reactants needed to synthesize it. The reactants are: C(OC(=O)[NH:7][C:8]1[CH:13]=[CH:12][C:11]([C:14]2[CH:19]=[CH:18][N:17]=[CH:16][CH:15]=2)=[CH:10][C:9]=1[NH2:20])(C)(C)C.CC1(C)O[C:27]([C:29]2[CH:30]=[C:31]([CH:34]=[CH:35][CH:36]=2)[C:32]#[N:33])=[CH:26][C:25](=[O:37])O1.C(O)(C(F)(F)F)=O. (2) Given the product [CH3:71][O:70][C:64]1[CH:63]=[C:62]([N:52]2[C:51](=[O:72])[N:5]([CH2:4][C:3]3[C:2]([F:1])=[CH:9][C:8]([F:10])=[CH:7][C:6]=3[F:11])[C:55]3[N:56]=[CH:57][CH:58]=[CH:59][C:54]=3[S:53]2(=[O:60])=[O:61])[CH:67]=[N:15][C:65]=1[CH3:66], predict the reactants needed to synthesize it. The reactants are: [F:1][C:2]1[CH:9]=[C:8]([F:10])[CH:7]=[C:6]([F:11])[C:3]=1[CH2:4][NH2:5].C([N:15](CC)C(C)C)(C)C.C(N1C=CN=C1)(N1C=CN=C1)=O.C(N(CC)CC)C.ClC(N1[C:55]2[N:56]=[CH:57][CH:58]=[CH:59][C:54]=2[S:53](=[O:61])(=[O:60])[N:52]([C:62]2[CH:67]=[CH:66][C:65](OC)=[C:64]([O:70][CH3:71])[CH:63]=2)[C:51]1=[O:72])C1C(F)=CC=CC=1F.